From a dataset of Catalyst prediction with 721,799 reactions and 888 catalyst types from USPTO. Predict which catalyst facilitates the given reaction. (1) Reactant: [Cl:1][S:2]([OH:5])(=O)=[O:3].[F:6][C:7]([F:20])([F:19])[C:8]([NH:10][C:11]1[CH:16]=[CH:15][CH:14]=[CH:13][C:12]=1[O:17][CH3:18])=[O:9]. Product: [CH3:18][O:17][C:12]1[CH:13]=[CH:14][C:15]([S:2]([Cl:1])(=[O:5])=[O:3])=[CH:16][C:11]=1[NH:10][C:8](=[O:9])[C:7]([F:6])([F:20])[F:19]. The catalyst class is: 4. (2) Reactant: [Cl:1][C:2]1[N:10]=[CH:9][CH:8]=[CH:7][C:3]=1[C:4](O)=[O:5].[AlH4-].[Li+]. Product: [Cl:1][C:2]1[C:3]([CH2:4][OH:5])=[CH:7][CH:8]=[CH:9][N:10]=1. The catalyst class is: 1. (3) Reactant: Cl[C:2]1[N:11]=[C:10]([NH:12][CH:13]([C:22]2[CH:27]=[CH:26][CH:25]=[CH:24][CH:23]=2)[CH2:14][CH2:15][C:16]2[CH:21]=[CH:20][CH:19]=[CH:18][CH:17]=2)[C:9]2[C:4](=[CH:5][CH:6]=[CH:7][CH:8]=2)[N:3]=1.[N:28]1[CH:29]=[CH:30][N:31]2[CH:36]=[C:35](B(O)O)[CH:34]=[CH:33][C:32]=12.C(NC1C2C(=CC=CC=2)N=C(C2SC3C=CC=CC=3C=2)N=1)(C1C=CC=CC=1)C1C=CC=CC=1. Product: [C:22]1([CH:13]([NH:12][C:10]2[C:9]3[C:4](=[CH:5][CH:6]=[CH:7][CH:8]=3)[N:3]=[C:2]([C:35]3[CH:34]=[CH:33][C:32]4[N:31]([CH:30]=[CH:29][N:28]=4)[CH:36]=3)[N:11]=2)[CH2:14][CH2:15][C:16]2[CH:21]=[CH:20][CH:19]=[CH:18][CH:17]=2)[CH:27]=[CH:26][CH:25]=[CH:24][CH:23]=1. The catalyst class is: 147. (4) Reactant: B1(C)OC(C2C=CC=CC=2)(C2C=CC=CC=2)[C@@H]2N1CCC2.S(C)C.[C:25]([C:28]1[CH:37]=[CH:36][C:31]([C:32]([O:34][CH3:35])=[O:33])=[CH:30][CH:29]=1)(=[O:27])[CH3:26].CO. Product: [OH:27][C@H:25]([C:28]1[CH:37]=[CH:36][C:31]([C:32]([O:34][CH3:35])=[O:33])=[CH:30][CH:29]=1)[CH3:26]. The catalyst class is: 247. (5) Reactant: [F:1][C:2]1[CH:7]=[C:6]([I:8])[CH:5]=[CH:4][C:3]=1[NH:9][C:10]1[N:15]([CH3:16])[C:14](=[O:17])[C:13]2[CH2:18][CH2:19][CH2:20][C:12]=2[C:11]=1[C:21]([O:23]CC)=O.O.[NH2:27][NH2:28]. Product: [F:1][C:2]1[CH:7]=[C:6]([I:8])[CH:5]=[CH:4][C:3]=1[NH:9][C:10]1[N:15]([CH3:16])[C:14](=[O:17])[C:13]2[CH2:18][CH2:19][CH2:20][C:12]=2[C:11]=1[C:21]([NH:27][NH2:28])=[O:23]. The catalyst class is: 88. (6) Reactant: [CH:1]([C:4]1[N:5]=[C:6]([CH2:9][CH2:10][C:11]2[CH:28]=[CH:27][N:14]3[C:15](=[O:26])[C:16]([O:19][CH2:20][C:21]([O:23]CC)=[O:22])=[CH:17][N:18]=[C:13]3[CH:12]=2)[S:7][CH:8]=1)([CH3:3])[CH3:2].[OH-].[Li+]. Product: [CH:1]([C:4]1[N:5]=[C:6]([CH2:9][CH2:10][C:11]2[CH:28]=[CH:27][N:14]3[C:15](=[O:26])[C:16]([O:19][CH2:20][C:21]([OH:23])=[O:22])=[CH:17][N:18]=[C:13]3[CH:12]=2)[S:7][CH:8]=1)([CH3:3])[CH3:2]. The catalyst class is: 193. (7) Reactant: [CH3:1][C:2]1[N:3]=[C:4]([C:13]2[CH:18]=[CH:17][CH:16]=[CH:15][CH:14]=2)[N:5]2[C:10]=1[CH:9]=[N:8][C:7](SC)=[N:6]2.CC1N=C(C2C=CC=CC=2)N2C=1C=NC(S(C)(=O)=O)=N2.[NH2:39][C:40]1[CH:45]=[CH:44][C:43]([O:46][CH2:47][CH2:48][N:49]([CH3:51])[CH3:50])=[CH:42][CH:41]=1. Product: [CH3:50][N:49]([CH3:51])[CH2:48][CH2:47][O:46][C:43]1[CH:44]=[CH:45][C:40]([NH:39][C:7]2[N:8]=[CH:9][C:10]3=[C:2]([CH3:1])[N:3]=[C:4]([C:13]4[CH:18]=[CH:17][CH:16]=[CH:15][CH:14]=4)[N:5]3[N:6]=2)=[CH:41][CH:42]=1. The catalyst class is: 8.